From a dataset of Catalyst prediction with 721,799 reactions and 888 catalyst types from USPTO. Predict which catalyst facilitates the given reaction. (1) Reactant: [C:1]1([S:7]([N:10]2[CH2:12][CH:11]2[C:13]2[CH:18]=[CH:17][CH:16]=[C:15]([Br:19])[CH:14]=2)(=[O:9])=[O:8])[CH:6]=[CH:5][CH:4]=[CH:3][CH:2]=1.[I-].[Na+].[CH:22]([N:25]=[C:26]=[O:27])([CH3:24])[CH3:23]. Product: [C:1]1([S:7]([N:10]2[CH2:12][CH:11]([C:13]3[CH:18]=[CH:17][CH:16]=[C:15]([Br:19])[CH:14]=3)[N:25]([CH:22]([CH3:24])[CH3:23])[C:26]2=[O:27])(=[O:8])=[O:9])[CH:2]=[CH:3][CH:4]=[CH:5][CH:6]=1. The catalyst class is: 7. (2) Reactant: C[O:2][CH:3](OC)[C:4]1[CH:30]=[CH:29][C:7]([C:8]([NH:10][N:11]([C:19](=[O:28])[C:20]2[CH:25]=[C:24]([CH3:26])[CH:23]=[C:22]([CH3:27])[CH:21]=2)[C@H:12]([CH2:17][CH3:18])[C:13]([CH3:16])([CH3:15])[CH3:14])=[O:9])=[CH:6][C:5]=1[B:31]1[O:35][C:34]([CH3:37])([CH3:36])[C:33]([CH3:39])([CH3:38])[O:32]1.CC1C=CC(S([O-])(=O)=O)=CC=1.C1C=C[NH+]=CC=1. Product: [CH3:26][C:24]1[CH:25]=[C:20]([CH:21]=[C:22]([CH3:27])[CH:23]=1)[C:19]([N:11]([C@H:12]([CH2:17][CH3:18])[C:13]([CH3:15])([CH3:14])[CH3:16])[NH:10][C:8](=[O:9])[C:7]1[CH:29]=[CH:30][C:4]([CH:3]=[O:2])=[C:5]([B:31]2[O:32][C:33]([CH3:38])([CH3:39])[C:34]([CH3:36])([CH3:37])[O:35]2)[CH:6]=1)=[O:28]. The catalyst class is: 21. (3) The catalyst class is: 42. Product: [C:1]([C:3]1[CH:12]=[CH:11][C:6]([N:7]([CH2:14][CH3:15])[C:8](=[O:10])[CH3:9])=[CH:5][CH:4]=1)#[N:2]. Reactant: [C:1]([C:3]1[CH:12]=[CH:11][C:6]([NH:7][C:8](=[O:10])[CH3:9])=[CH:5][CH:4]=1)#[N:2].I[CH2:14][CH3:15].[H-].[Na+]. (4) Reactant: CN(C=O)C.[CH:6]1([CH2:9][CH2:10][O:11][C:12]2[CH:20]=[CH:19][C:15]([C:16]([OH:18])=O)=[CH:14][CH:13]=2)[CH2:8][CH2:7]1.[NH2:21][CH2:22][C:23]([OH:25])=[O:24].C(N(CC)CC)C. Product: [CH:6]1([CH2:9][CH2:10][O:11][C:12]2[CH:13]=[CH:14][C:15]([C:16]([NH:21][CH2:22][C:23]([OH:25])=[O:24])=[O:18])=[CH:19][CH:20]=2)[CH2:7][CH2:8]1. The catalyst class is: 76.